From a dataset of Peptide-MHC class I binding affinity with 185,985 pairs from IEDB/IMGT. Regression. Given a peptide amino acid sequence and an MHC pseudo amino acid sequence, predict their binding affinity value. This is MHC class I binding data. (1) The peptide sequence is IQKGMFVVK. The MHC is HLA-A68:02 with pseudo-sequence HLA-A68:02. The binding affinity (normalized) is 0.0847. (2) The peptide sequence is ASGKLITEW. The MHC is HLA-B58:01 with pseudo-sequence HLA-B58:01. The binding affinity (normalized) is 0.759. (3) The peptide sequence is MPARLWLCL. The MHC is HLA-B08:01 with pseudo-sequence HLA-B08:01. The binding affinity (normalized) is 0.450. (4) The peptide sequence is FIKDRATAV. The MHC is HLA-B57:01 with pseudo-sequence HLA-B57:01. The binding affinity (normalized) is 0.0847. (5) The binding affinity (normalized) is 0.0748. The peptide sequence is QFLKFSLPFPFLYKFLL. The MHC is HLA-A30:02 with pseudo-sequence HLA-A30:02. (6) The peptide sequence is TPQVPLRPM. The MHC is HLA-B54:01 with pseudo-sequence HLA-B54:01. The binding affinity (normalized) is 0. (7) The peptide sequence is EAPPSYEQSQY. The MHC is Mamu-A01 with pseudo-sequence Mamu-A01. The binding affinity (normalized) is 0.116. (8) The peptide sequence is TNPYPTGPG. The MHC is Mamu-B08 with pseudo-sequence Mamu-B08. The binding affinity (normalized) is 0. (9) The peptide sequence is IDHLVSQGI. The MHC is Mamu-A11 with pseudo-sequence Mamu-A11. The binding affinity (normalized) is 0.809. (10) The peptide sequence is ATCGLVGLV. The MHC is HLA-A02:19 with pseudo-sequence HLA-A02:19. The binding affinity (normalized) is 0.209.